Predict which catalyst facilitates the given reaction. From a dataset of Catalyst prediction with 721,799 reactions and 888 catalyst types from USPTO. Product: [C:1]([NH:4][C:5]1[C:14]([Cl:15])=[CH:13][C:8]([C:9]([O:11][CH3:12])=[O:10])=[C:7]([CH3:24])[CH:6]=1)(=[O:3])[CH3:2]. Reactant: [C:1]([NH:4][C:5]1[C:14]([Cl:15])=[CH:13][C:8]([C:9]([O:11][CH3:12])=[O:10])=[C:7](OS(C(F)(F)F)(=O)=O)[CH:6]=1)(=[O:3])[CH3:2].[CH3:24]B(O)O.C(Cl)Cl. The catalyst class is: 450.